This data is from Reaction yield outcomes from USPTO patents with 853,638 reactions. The task is: Predict the reaction yield, written as a fraction of the theoretical maximum amount of product (1.0 means a 100% yield; for example, 0.34 means a 34% yield). The product is [C:1]1([CH2:7][C:8]([CH2:30][C:31]2[CH:36]=[CH:35][CH:34]=[CH:33][CH:32]=2)([CH:10]2[CH2:15][NH:14][CH2:13][CH2:12][NH:11]2)[OH:9])[CH:2]=[CH:3][CH:4]=[CH:5][CH:6]=1. The catalyst is C(O)C.O.[C].[Pd]. The yield is 0.910. The reactants are [C:1]1([CH2:7][C:8]([CH2:30][C:31]2[CH:36]=[CH:35][CH:34]=[CH:33][CH:32]=2)([CH:10]2[CH2:15][N:14](CC3C=CC=CC=3)[CH2:13][CH2:12][N:11]2CC2C=CC=CC=2)[OH:9])[CH:6]=[CH:5][CH:4]=[CH:3][CH:2]=1.